From a dataset of Forward reaction prediction with 1.9M reactions from USPTO patents (1976-2016). Predict the product of the given reaction. (1) Given the reactants [NH2:1][C:2]1[CH:3]=[C:4]([NH:9][S:10]([C:13]2[CH:18]=[CH:17][C:16]([F:19])=[CH:15][CH:14]=2)(=[O:12])=[O:11])[C:5]([Cl:8])=[N:6][CH:7]=1.C[Si]([N-][Si](C)(C)C)(C)C.[Li+].F[C:31]1[C:36]([C:37]2[N:42]=[C:41]([CH3:43])[N:40]=[C:39]([N:44]([CH2:54][C:55]3[CH:60]=[CH:59][C:58]([O:61][CH3:62])=[CH:57][CH:56]=3)[CH2:45][C:46]3[CH:51]=[CH:50][C:49]([O:52][CH3:53])=[CH:48][CH:47]=3)[N:38]=2)=[CH:35][CH:34]=[CH:33][N:32]=1, predict the reaction product. The product is: [CH3:62][O:61][C:58]1[CH:57]=[CH:56][C:55]([CH2:54][N:44]([CH2:45][C:46]2[CH:47]=[CH:48][C:49]([O:52][CH3:53])=[CH:50][CH:51]=2)[C:39]2[N:40]=[C:41]([CH3:43])[N:42]=[C:37]([C:36]3[C:31]([NH:1][C:2]4[CH:3]=[C:4]([NH:9][S:10]([C:13]5[CH:14]=[CH:15][C:16]([F:19])=[CH:17][CH:18]=5)(=[O:11])=[O:12])[C:5]([Cl:8])=[N:6][CH:7]=4)=[N:32][CH:33]=[CH:34][CH:35]=3)[N:38]=2)=[CH:60][CH:59]=1. (2) Given the reactants [C:1](O)(=O)[CH3:2].COC1CCC(OC)O1.[F:14][C:15]([F:20])([F:19])C(O)=O.FC(F)(F)[O:23][C:24]1[CH:25]=[C:26]([CH:30]2[N:34]([C:35]3[CH:42]=[CH:41][C:38]([C:39]#[N:40])=[CH:37][CH:36]=3)[C:33](=[O:43])[C:32]([NH:44][C:45]3[CH:50]=[CH:49][C:48](C#N)=[CH:47][CH:46]=3)=[CH:31]2)[CH:27]=[CH:28][CH:29]=1.O=C1C(=O)CC(C2C=CC=C(OC(F)(F)F)C=2)N1C1C=CC(C#N)=CC=1.C[C@@H](N)C1C=CC=CC=1, predict the reaction product. The product is: [O:43]=[C:33]1[C:32]([NH:44][C@@H:45]([C:50]2[CH:49]=[CH:48][CH:47]=[CH:2][CH:1]=2)[CH3:46])=[CH:31][C@@H:30]([C:26]2[CH:27]=[CH:28][CH:29]=[C:24]([O:23][C:15]([F:14])([F:19])[F:20])[CH:25]=2)[N:34]1[C:35]1[CH:42]=[CH:41][C:38]([C:39]#[N:40])=[CH:37][CH:36]=1. (3) The product is: [Cl:3][C:4]1[CH:9]=[C:8]([CH2:11][OH:1])[C:7]([OH:10])=[C:6]([CH2:13][OH:16])[CH:5]=1. Given the reactants [OH-:1].[K+].[Cl:3][C:4]1[CH:9]=[CH:8][C:7]([OH:10])=[CH:6][CH:5]=1.[CH2:11]=O.[C:13]([OH:16])(=O)C, predict the reaction product.